Dataset: Forward reaction prediction with 1.9M reactions from USPTO patents (1976-2016). Task: Predict the product of the given reaction. Given the reactants [Cl:1][C:2]1[N:6]2[CH:7]=[CH:8][CH:9]=[C:10]([N:11]([CH3:19])[C:12](=[O:18])[O:13][C:14]([CH3:17])([CH3:16])[CH3:15])[C:5]2=[N:4][C:3]=1[C:20]([F:23])([F:22])[F:21].C1C(=O)N([Br:31])C(=O)C1.O, predict the reaction product. The product is: [Br:31][C:7]1[N:6]2[C:2]([Cl:1])=[C:3]([C:20]([F:23])([F:21])[F:22])[N:4]=[C:5]2[C:10]([N:11]([CH3:19])[C:12](=[O:18])[O:13][C:14]([CH3:17])([CH3:16])[CH3:15])=[CH:9][CH:8]=1.